From a dataset of Catalyst prediction with 721,799 reactions and 888 catalyst types from USPTO. Predict which catalyst facilitates the given reaction. (1) Reactant: Br[CH2:2][CH2:3][O:4][CH2:5][CH2:6]Br.[H-].[Na+].[Br:10][C:11]1[CH:12]=[C:13]([NH2:18])[C:14]([CH3:17])=[N:15][CH:16]=1. Product: [Br:10][C:11]1[CH:12]=[C:13]([N:18]2[CH2:2][CH2:3][O:4][CH2:5][CH2:6]2)[C:14]([CH3:17])=[N:15][CH:16]=1. The catalyst class is: 3. (2) Reactant: [C:1]1([C:7]2[CH:11]=[C:10]([C:12]3[CH:17]=[CH:16][CH:15]=[CH:14][CH:13]=3)[N:9]([CH2:18][C:19]3[CH:38]=[CH:37][C:22]([CH2:23][O:24][C:25]4[CH:30]=[CH:29][C:28]([CH2:31][CH2:32][C:33]([OH:35])=[O:34])=[C:27]([F:36])[CH:26]=4)=[CH:21][C:20]=3[O:39][CH:40]([CH3:42])[CH3:41])[N:8]=2)[CH:6]=[CH:5][CH:4]=[CH:3][CH:2]=1.[OH-].[Na+].[Cl-].[Ca+2:46].[Cl-]. Product: [Ca+2:46].[C:1]1([C:7]2[CH:11]=[C:10]([C:12]3[CH:17]=[CH:16][CH:15]=[CH:14][CH:13]=3)[N:9]([CH2:18][C:19]3[CH:38]=[CH:37][C:22]([CH2:23][O:24][C:25]4[CH:30]=[CH:29][C:28]([CH2:31][CH2:32][C:33]([O-:35])=[O:34])=[C:27]([F:36])[CH:26]=4)=[CH:21][C:20]=3[O:39][CH:40]([CH3:42])[CH3:41])[N:8]=2)[CH:6]=[CH:5][CH:4]=[CH:3][CH:2]=1.[C:1]1([C:7]2[CH:11]=[C:10]([C:12]3[CH:17]=[CH:16][CH:15]=[CH:14][CH:13]=3)[N:9]([CH2:18][C:19]3[CH:38]=[CH:37][C:22]([CH2:23][O:24][C:25]4[CH:30]=[CH:29][C:28]([CH2:31][CH2:32][C:33]([O-:35])=[O:34])=[C:27]([F:36])[CH:26]=4)=[CH:21][C:20]=3[O:39][CH:40]([CH3:42])[CH3:41])[N:8]=2)[CH:6]=[CH:5][CH:4]=[CH:3][CH:2]=1. The catalyst class is: 24.